Dataset: Reaction yield outcomes from USPTO patents with 853,638 reactions. Task: Predict the reaction yield, written as a fraction of the theoretical maximum amount of product (1.0 means a 100% yield; for example, 0.34 means a 34% yield). (1) The reactants are [C:1]([OH:10])(=[O:9])/[CH:2]=[CH:3]\[CH:4]=[CH:5]\[C:6]([OH:8])=[O:7].II.[CH2:13]1COC[CH2:14]1. No catalyst specified. The product is [CH:2]1([C:1]([OH:10])=[O:9])[CH2:14][CH2:13][CH:5]([C:6]([OH:8])=[O:7])[CH:4]=[CH:3]1. The yield is 0.750. (2) The reactants are [SH:1][C:2]1[CH:7]=[CH:6][C:5]([OH:8])=[CH:4][CH:3]=1.Br[CH2:10][C:11]1[CH:20]=[CH:19][C:14]([C:15]([O:17]C)=[O:16])=[CH:13][CH:12]=1.C(N(CC)CC)C.[Cl-].[NH4+].[OH-].[Li+]. The catalyst is O1CCOCC1.O1CCCC1.CO.O. The product is [OH:8][C:5]1[CH:6]=[CH:7][C:2]([S:1][CH2:10][C:11]2[CH:20]=[CH:19][C:14]([C:15]([OH:17])=[O:16])=[CH:13][CH:12]=2)=[CH:3][CH:4]=1. The yield is 0.870.